From a dataset of Peptide-MHC class II binding affinity with 134,281 pairs from IEDB. Regression. Given a peptide amino acid sequence and an MHC pseudo amino acid sequence, predict their binding affinity value. This is MHC class II binding data. (1) The peptide sequence is GSRSLTDLLRALGAQ. The MHC is DRB1_0701 with pseudo-sequence DRB1_0701. The binding affinity (normalized) is 0. (2) The peptide sequence is VNTLRFLVKNAGYLV. The MHC is DRB3_0101 with pseudo-sequence DRB3_0101. The binding affinity (normalized) is 0.477. (3) The peptide sequence is AILTHVSQIQAVDVT. The MHC is HLA-DQA10102-DQB10602 with pseudo-sequence HLA-DQA10102-DQB10602. The binding affinity (normalized) is 0.333. (4) The peptide sequence is CVYNMMGKREKKLSE. The MHC is HLA-DQA10501-DQB10402 with pseudo-sequence HLA-DQA10501-DQB10402. The binding affinity (normalized) is 0.404. (5) The peptide sequence is FFVFLALAGRSCTEE. The MHC is DRB1_1501 with pseudo-sequence DRB1_1501. The binding affinity (normalized) is 0.606.